Predict the reaction yield, written as a fraction of the theoretical maximum amount of product (1.0 means a 100% yield; for example, 0.34 means a 34% yield). From a dataset of Reaction yield outcomes from USPTO patents with 853,638 reactions. (1) The reactants are [C:1]([CH2:3]P(=O)(OCC)OCC)#[N:2].CC(C)([O-])C.[K+].[N:18]1([C:24]2[CH:25]=[N:26][CH:27]=[C:28]([CH:31]=2)[CH:29]=O)[CH2:23][CH2:22][O:21][CH2:20][CH2:19]1. The catalyst is C1COCC1. The product is [N:18]1([C:24]2[CH:31]=[C:28](/[CH:29]=[CH:3]/[C:1]#[N:2])[CH:27]=[N:26][CH:25]=2)[CH2:23][CH2:22][O:21][CH2:20][CH2:19]1. The yield is 1.00. (2) The reactants are C(=O)([O-])[O-].[Na+].[Na+].Br[C:8]1[N:9]([C:24]2[C:33]3[C:28](=[CH:29][CH:30]=[CH:31][CH:32]=3)[C:27]([CH:34]3[CH2:36][CH2:35]3)=[CH:26][CH:25]=2)[C:10]([S:13][C:14]([CH3:23])([CH3:22])[C:15]([O:17][C:18]([CH3:21])([CH3:20])[CH3:19])=[O:16])=[N:11][N:12]=1.[C:37]1(B(O)O)[CH:42]=[CH:41][CH:40]=[CH:39][CH:38]=1. The catalyst is C1(C)C=CC=CC=1.C1COCC1.C1C=CC([P]([Pd]([P](C2C=CC=CC=2)(C2C=CC=CC=2)C2C=CC=CC=2)([P](C2C=CC=CC=2)(C2C=CC=CC=2)C2C=CC=CC=2)[P](C2C=CC=CC=2)(C2C=CC=CC=2)C2C=CC=CC=2)(C2C=CC=CC=2)C2C=CC=CC=2)=CC=1. The product is [CH:34]1([C:27]2[C:28]3[C:33](=[CH:32][CH:31]=[CH:30][CH:29]=3)[C:24]([N:9]3[C:8]([C:37]4[CH:42]=[CH:41][CH:40]=[CH:39][CH:38]=4)=[N:12][N:11]=[C:10]3[S:13][C:14]([CH3:23])([CH3:22])[C:15]([O:17][C:18]([CH3:21])([CH3:20])[CH3:19])=[O:16])=[CH:25][CH:26]=2)[CH2:36][CH2:35]1. The yield is 0.730. (3) The reactants are [Br:1][C:2]1[CH:7]=[CH:6][CH:5]=[CH:4][C:3]=1[S:8][CH:9]=[CH:10]OCC. The catalyst is ClC1C=CC=CC=1. The product is [Br:1][C:2]1[C:3]2[S:8][CH:9]=[CH:10][C:4]=2[CH:5]=[CH:6][CH:7]=1. The yield is 0.350. (4) The reactants are [CH3:1][O:2][CH:3]=[CH:4][C:5]([O:7][Si](C)(C)C)=[CH2:6].[C:12]([O:16][CH2:17][CH3:18])(=[O:15])C=O.O.C(O)(C(F)(F)F)=O. The catalyst is C1COCC1.C1(C)C=CC=CC=1. The product is [CH2:17]([O:16][C:12]([CH:1]1[CH2:6][C:5](=[O:7])[CH:4]=[CH:3][O:2]1)=[O:15])[CH3:18]. The yield is 1.00. (5) The reactants are [O:1]=[C:2]1[C:11]2[C:6](=[CH:7][CH:8]=[CH:9][CH:10]=2)[N:5]=[C:4]([CH2:12][S:13][CH2:14][CH2:15][C:16]([OH:18])=O)[NH:3]1.[F:19][C:20]1[CH:25]=[CH:24][C:23]([C:26]2[O:27][C:28]([CH:31]3[CH2:36][CH2:35][NH:34][CH2:33][CH2:32]3)=[N:29][N:30]=2)=[CH:22][CH:21]=1. No catalyst specified. The product is [F:19][C:20]1[CH:25]=[CH:24][C:23]([C:26]2[O:27][C:28]([CH:31]3[CH2:36][CH2:35][N:34]([C:16](=[O:18])[CH2:15][CH2:14][S:13][CH2:12][C:4]4[NH:3][C:2](=[O:1])[C:11]5[C:6](=[CH:7][CH:8]=[CH:9][CH:10]=5)[N:5]=4)[CH2:33][CH2:32]3)=[N:29][N:30]=2)=[CH:22][CH:21]=1. The yield is 0.280. (6) The reactants are [CH2:1]([C:5]1[N:6]=[C:7]([CH2:27][CH2:28][CH3:29])[NH:8][C:9](=[O:26])[C:10]=1[CH2:11][C:12]1[CH:17]=[CH:16][C:15]([C:18]2[C:19]([C:24]#[N:25])=[CH:20][CH:21]=[CH:22][CH:23]=2)=[CH:14][CH:13]=1)[CH2:2][CH2:3][CH3:4].[O:30]1[C:34]2[CH:35]=[CH:36][C:37](B(O)O)=[CH:38][C:33]=2[CH2:32][CH2:31]1.N1C=CC=CC=1.C(N(CC)CC)C. The catalyst is C(OCC)(=O)C.C([O-])(=O)C.[Cu+2].C([O-])(=O)C.ClCCl. The product is [CH2:1]([C:5]1[N:6]=[C:7]([CH2:27][CH2:28][CH3:29])[N:8]([C:37]2[CH:36]=[CH:35][C:34]3[O:30][CH2:31][CH2:32][C:33]=3[CH:38]=2)[C:9](=[O:26])[C:10]=1[CH2:11][C:12]1[CH:17]=[CH:16][C:15]([C:18]2[C:19]([C:24]#[N:25])=[CH:20][CH:21]=[CH:22][CH:23]=2)=[CH:14][CH:13]=1)[CH2:2][CH2:3][CH3:4]. The yield is 0.790. (7) The reactants are [Cl:1][C:2]1[CH:11]=[CH:10][C:5]([CH:6]=[CH:7][CH2:8]Cl)=[CH:4][CH:3]=1.[C:12]([N:15]1[C:28]2[C:23](=[CH:24][C:25]([Cl:29])=[CH:26][CH:27]=2)[C:17]2([CH2:22][CH2:21][NH:20][CH2:19][CH2:18]2)[CH2:16]1)(=[O:14])[CH3:13].C(N(C(C)C)CC)(C)C.C(OCC)(=O)C.CCCCCC.C(N(CC)CC)C. The catalyst is C(Cl)(Cl)Cl. The product is [C:12]([N:15]1[C:28]2[C:23](=[CH:24][C:25]([Cl:29])=[CH:26][CH:27]=2)[C:17]2([CH2:22][CH2:21][N:20]([CH2:8]/[CH:7]=[CH:6]/[C:5]3[CH:10]=[CH:11][C:2]([Cl:1])=[CH:3][CH:4]=3)[CH2:19][CH2:18]2)[CH2:16]1)(=[O:14])[CH3:13]. The yield is 0.680.